Dataset: Forward reaction prediction with 1.9M reactions from USPTO patents (1976-2016). Task: Predict the product of the given reaction. Given the reactants [Br:1][C:2]1[CH:10]=[CH:9][C:5]([C:6](O)=[O:7])=[CH:4][N:3]=1.C(N1C=CN=C1)([N:13]1C=CN=C1)=O.N.O, predict the reaction product. The product is: [Br:1][C:2]1[CH:10]=[CH:9][C:5]([C:6]([NH2:13])=[O:7])=[CH:4][N:3]=1.